From a dataset of Experimentally validated miRNA-target interactions with 360,000+ pairs, plus equal number of negative samples. Binary Classification. Given a miRNA mature sequence and a target amino acid sequence, predict their likelihood of interaction. The protein sequence of the target gene is MPSAGLCSCWGGRVLPLLLAYVCYLLLGATIFQLLERQAEAQSRDQFQLEKLRFLENYTCLDQWAMEQFVQVIMEAWVKGVNPKGNSTNPSNWDFGSSFFFAGTVVTTIGYGNLAPSTEAGQVFCVFYALLGIPLNVIFLNHLGTGLRAHLAAIERWEDRPRRSQVLQVLGLALFLTLGTLVILIFPPMVFSHVEGWSFSEGFYFAFITLSTIGFGDYVVGTDPSKHYISVYRSLAAIWILLGLAWLALILPLGPLLLHRCCQLWLLSLRQGCGAKAAPGRRPRRGSTAARGVQVTPQDF.... Result: 1 (interaction). The miRNA is hsa-miR-7977 with sequence UUCCCAGCCAACGCACCA.